Dataset: Reaction yield outcomes from USPTO patents with 853,638 reactions. Task: Predict the reaction yield, written as a fraction of the theoretical maximum amount of product (1.0 means a 100% yield; for example, 0.34 means a 34% yield). The reactants are [Cl:1][C:2]1[C:3]([F:13])=[CH:4][CH:5]=[C:6]2[C:11]=1[C:10](=[O:12])[NH:9][CH2:8][CH2:7]2.I[C:15]1[CH:16]=[N:17][CH:18]=[CH:19][C:20]=1[CH3:21].P([O-])([O-])([O-])=O.[K+].[K+].[K+]. The catalyst is [Cu](I)I.O1CCOCC1. The product is [Cl:1][C:2]1[C:3]([F:13])=[CH:4][CH:5]=[C:6]2[C:11]=1[C:10](=[O:12])[N:9]([C:15]1[CH:16]=[N:17][CH:18]=[CH:19][C:20]=1[CH3:21])[CH2:8][CH2:7]2. The yield is 0.274.